This data is from Full USPTO retrosynthesis dataset with 1.9M reactions from patents (1976-2016). The task is: Predict the reactants needed to synthesize the given product. (1) Given the product [Cl:22][C:19]1[CH:18]=[CH:17][C:16]([C:7]2[C:6](=[O:23])[C:5]3[C:10](=[C:11]([OH:12])[C:2]([NH:1][CH:24]=[O:25])=[CH:3][CH:4]=3)[O:9][C:8]=2[CH:13]([CH3:14])[CH3:15])=[CH:21][CH:20]=1, predict the reactants needed to synthesize it. The reactants are: [NH2:1][C:2]1[C:11]([OH:12])=[C:10]2[C:5]([C:6](=[O:23])[C:7]([C:16]3[CH:21]=[CH:20][C:19]([Cl:22])=[CH:18][CH:17]=3)=[C:8]([CH:13]([CH3:15])[CH3:14])[O:9]2)=[CH:4][CH:3]=1.[CH:24]([O-])=[O:25].[Na+]. (2) Given the product [C:1]([C:5]1[CH:6]=[C:7]([NH:24][C:25]([NH:27][C@@H:28]2[C:37]3[C:32](=[CH:33][CH:34]=[CH:35][CH:36]=3)[C@H:31]([O:38][C:39]3[CH:40]=[CH:41][C:42]4[N:43]([C:45]([N:48]5[CH2:53][CH2:52][CH2:51][CH2:50][CH2:49]5)=[N:46][N:47]=4)[CH:44]=3)[CH2:30][CH2:29]2)=[O:26])[N:8]([C:10]2[CH:15]=[CH:14][C:13]([Cl:16])=[C:12]([O:17][CH:18]3[CH2:23][CH2:22][N:21]([CH3:56])[CH2:20][CH2:19]3)[CH:11]=2)[N:9]=1)([CH3:4])([CH3:2])[CH3:3], predict the reactants needed to synthesize it. The reactants are: [C:1]([C:5]1[CH:6]=[C:7]([NH:24][C:25]([NH:27][C@@H:28]2[C:37]3[C:32](=[CH:33][CH:34]=[CH:35][CH:36]=3)[C@H:31]([O:38][C:39]3[CH:40]=[CH:41][C:42]4[N:43]([C:45]([N:48]5[CH2:53][CH2:52][CH2:51][CH2:50][CH2:49]5)=[N:46][N:47]=4)[CH:44]=3)[CH2:30][CH2:29]2)=[O:26])[N:8]([C:10]2[CH:15]=[CH:14][C:13]([Cl:16])=[C:12]([O:17][CH:18]3[CH2:23][CH2:22][NH:21][CH2:20][CH2:19]3)[CH:11]=2)[N:9]=1)([CH3:4])([CH3:3])[CH3:2].C=O.[C:56](O)(=O)C.C(O[BH-](OC(=O)C)OC(=O)C)(=O)C.[Na+]. (3) The reactants are: [Cl:1][C:2]1[CH:3]=[CH:4][C:5]([N+:13]([O-])=O)=[C:6]([C:8](=[O:12])[CH2:9][CH2:10][CH3:11])[CH:7]=1.[NH4+].[Cl-]. Given the product [NH2:13][C:5]1[CH:4]=[CH:3][C:2]([Cl:1])=[CH:7][C:6]=1[C:8](=[O:12])[CH2:9][CH2:10][CH3:11], predict the reactants needed to synthesize it. (4) Given the product [C:1]([O:5][C:6]([N:8]1[CH2:13][CH2:12][N:11]([C:14]2[CH:19]=[CH:18][C:17]([C:20]([F:21])([F:22])[F:23])=[CH:16][C:15]=2[CH2:24][NH2:25])[CH2:10][CH2:9]1)=[O:7])([CH3:4])([CH3:2])[CH3:3], predict the reactants needed to synthesize it. The reactants are: [C:1]([O:5][C:6]([N:8]1[CH2:13][CH2:12][N:11]([C:14]2[CH:19]=[CH:18][C:17]([C:20]([F:23])([F:22])[F:21])=[CH:16][C:15]=2[C:24]#[N:25])[CH2:10][CH2:9]1)=[O:7])([CH3:4])([CH3:3])[CH3:2].[H][H]. (5) Given the product [CH2:12]([O:17][C:2]1[CH:7]=[CH:6][N+:5]([O-:8])=[CH:4][C:3]=1[CH3:9])[CH2:13][CH2:14][CH2:15][CH3:16], predict the reactants needed to synthesize it. The reactants are: Cl[C:2]1[CH:7]=[CH:6][N+:5]([O-:8])=[CH:4][C:3]=1[CH3:9].[OH-].[Na+].[CH2:12]([OH:17])[CH2:13][CH2:14][CH2:15][CH3:16].Cl. (6) The reactants are: Br[C:2]1[CH:14]=[C:13]([F:15])[C:12]([F:16])=[CH:11][C:3]=1[O:4][C:5]1[CH:10]=[CH:9][CH:8]=[CH:7][N:6]=1.[CH3:17][N:18](C)C=O. Given the product [F:16][C:12]1[C:13]([F:15])=[CH:14][C:2]([C:17]#[N:18])=[C:3]([O:4][C:5]2[CH:10]=[CH:9][CH:8]=[CH:7][N:6]=2)[CH:11]=1, predict the reactants needed to synthesize it. (7) Given the product [ClH:21].[NH2:4][C@@H:3]([C@H:14]1[CH2:19][CH2:18][C@H:17]([CH3:20])[CH2:16][CH2:15]1)[C:1]#[N:2], predict the reactants needed to synthesize it. The reactants are: [C:1]([C@H:3]([C@H:14]1[CH2:19][CH2:18][C@H:17]([CH3:20])[CH2:16][CH2:15]1)[NH:4][S@](C1C=CC(C)=CC=1)=O)#[N:2].[ClH:21]. (8) Given the product [CH3:23][C:22]1[C:17]([N:14]2[CH2:15][CH2:16][N:11]([C:9]([C:5]3[C:6]([F:8])=[CH:7][C:2]([N:28]4[CH2:29][CH2:30][O:26][C:27]4=[O:31])=[CH:3][C:4]=3[F:25])=[O:10])[CH2:12][CH2:13]2)=[N:18][CH:19]=[C:20]([CH3:24])[CH:21]=1, predict the reactants needed to synthesize it. The reactants are: Br[C:2]1[CH:7]=[C:6]([F:8])[C:5]([C:9]([N:11]2[CH2:16][CH2:15][N:14]([C:17]3[C:22]([CH3:23])=[CH:21][C:20]([CH3:24])=[CH:19][N:18]=3)[CH2:13][CH2:12]2)=[O:10])=[C:4]([F:25])[CH:3]=1.[O:26]1[CH2:30][CH2:29][NH:28][C:27]1=[O:31].C(=O)([O-])[O-].[K+].[K+].CNCCNC. (9) Given the product [F:25][C:26]1[CH:34]=[CH:33][C:29]([C:30]([NH:24][C:11]2[S:12][C:13]([CH2:14][C:15]3[CH:20]=[CH:19][C:18]([N+:21]([O-:23])=[O:22])=[CH:17][CH:16]=3)=[C:9]([C:6]3[CH:7]=[CH:8][C:3]([O:2][CH3:1])=[CH:4][CH:5]=3)[N:10]=2)=[O:31])=[CH:28][CH:27]=1, predict the reactants needed to synthesize it. The reactants are: [CH3:1][O:2][C:3]1[CH:8]=[CH:7][C:6]([C:9]2[N:10]=[C:11]([NH2:24])[S:12][C:13]=2[CH2:14][C:15]2[CH:20]=[CH:19][C:18]([N+:21]([O-:23])=[O:22])=[CH:17][CH:16]=2)=[CH:5][CH:4]=1.[F:25][C:26]1[CH:34]=[CH:33][C:29]([C:30](Cl)=[O:31])=[CH:28][CH:27]=1.